From a dataset of Full USPTO retrosynthesis dataset with 1.9M reactions from patents (1976-2016). Predict the reactants needed to synthesize the given product. (1) Given the product [ClH:25].[N:1]1[CH:6]=[CH:5][C:4]([O:7][C:8]2[CH:13]=[CH:12][C:11]([S:14]([Cl:25])(=[O:17])=[O:15])=[CH:10][CH:9]=2)=[CH:3][CH:2]=1, predict the reactants needed to synthesize it. The reactants are: [N:1]1[CH:6]=[CH:5][C:4]([O:7][C:8]2[CH:13]=[CH:12][C:11]([S:14]([OH:17])(=O)=[O:15])=[CH:10][CH:9]=2)=[CH:3][CH:2]=1.CN(C=O)C.S(Cl)([Cl:25])=O. (2) The reactants are: [F:1][C:2]1[CH:10]=[C:9]2[C:5]([C:6]([CH:11]3[C:16](=O)[CH2:15][C:14]([CH3:19])([CH3:18])[CH2:13][C:12]3=[O:20])=[CH:7][NH:8]2)=[CH:4][CH:3]=1.[NH2:21][C:22]1C=CC=C(F)[C:23]=1C(O)=O.C(O)(=O)C1C(=CC=CC=1)N. Given the product [F:1][C:2]1[C:10]2[C:6]3[C:11]4[C:12](=[O:20])[CH2:13][C:14]([CH3:18])([CH3:19])[CH2:15][C:16]=4[N:21]=[C:22]([CH3:23])[C:7]=3[NH:8][C:9]=2[CH:5]=[CH:4][CH:3]=1, predict the reactants needed to synthesize it. (3) The reactants are: [CH2:1]([O:8][C:9]1[CH:14]=[CH:13][CH:12]=[CH:11][C:10]=1B(O)O)[C:2]1[CH:7]=[CH:6][CH:5]=[CH:4][CH:3]=1.[Br:18][C:19]1[CH:24]=[CH:23][CH:22]=[CH:21][C:20]=1Br.C1(C)C=CC=CC=1.C(=O)([O-])[O-].[K+].[K+]. Given the product [CH2:1]([O:8][C:9]1[CH:14]=[CH:13][CH:12]=[CH:11][C:10]=1[C:20]1[CH:21]=[CH:22][CH:23]=[CH:24][C:19]=1[Br:18])[C:2]1[CH:7]=[CH:6][CH:5]=[CH:4][CH:3]=1, predict the reactants needed to synthesize it.